From a dataset of Reaction yield outcomes from USPTO patents with 853,638 reactions. Predict the reaction yield, written as a fraction of the theoretical maximum amount of product (1.0 means a 100% yield; for example, 0.34 means a 34% yield). (1) The reactants are [Cl:1][C:2]1[CH:7]=[CH:6][C:5]([C:8]2[C:13]3=[N:14][C:15]([C:18]([OH:20])=O)=[CH:16][N:17]=[C:12]3[CH:11]=[N:10][CH:9]=2)=[CH:4][CH:3]=1.C(N1C=CN=C1)([N:23]1C=CN=C1)=O.[Cl-].[NH4+].C(N(CC)CC)C. The catalyst is C(OCC)C.CCCCC.C(OCC)(=O)C.CCCCCCC.ClCCl. The product is [Cl:1][C:2]1[CH:3]=[CH:4][C:5]([C:8]2[C:13]3=[N:14][C:15]([C:18]([NH2:23])=[O:20])=[CH:16][N:17]=[C:12]3[CH:11]=[N:10][CH:9]=2)=[CH:6][CH:7]=1. The yield is 0.650. (2) The reactants are CC(S([NH:7][CH:8]([C:15]12[CH2:22][CH2:21][CH:18]([CH2:19][CH2:20]1)[CH2:17][N:16]2[CH3:23])[C:9]1[CH:14]=[CH:13][CH:12]=[CH:11][CH:10]=1)=O)(C)C.Cl.O1CCOCC1. The catalyst is CO. The product is [CH3:23][N:16]1[CH2:17][CH:18]2[CH2:21][CH2:22][C:15]1([CH:8]([C:9]1[CH:14]=[CH:13][CH:12]=[CH:11][CH:10]=1)[NH2:7])[CH2:20][CH2:19]2. The yield is 0.980. (3) The reactants are [Cl:1][C:2]1[CH:7]=[CH:6][N:5]=[C:4]2[NH:8][N:9]=[C:10]([CH:11]([CH3:13])[CH3:12])[C:3]=12.[H-].[Na+].F[C:17]1[CH:24]=[CH:23][C:20]([C:21]#[N:22])=[C:19]([N+:25]([O-:27])=[O:26])[CH:18]=1.O. The product is [Cl:1][C:2]1[CH:7]=[CH:6][N:5]=[C:4]2[N:8]([C:17]3[CH:24]=[CH:23][C:20]([C:21]#[N:22])=[C:19]([N+:25]([O-:27])=[O:26])[CH:18]=3)[N:9]=[C:10]([CH:11]([CH3:13])[CH3:12])[C:3]=12. The catalyst is CN(C=O)C. The yield is 0.850. (4) The reactants are Br[C:2]1[CH:17]=[CH:16][C:5]([O:6][CH2:7][CH2:8][CH2:9][N:10]2[CH2:14][CH2:13][CH2:12][C@H:11]2[CH3:15])=[C:4]([F:18])[CH:3]=1.[N:19]1([C:25]([C:27]2[CH:28]=[N:29][NH:30][CH:31]=2)=[O:26])[CH2:24][CH2:23][O:22][CH2:21][CH2:20]1.C(=O)([O-])[O-].[Cs+].[Cs+].CN[C@@H]1CCCC[C@H]1NC. The catalyst is CN(C)C=O.[Cu](I)I. The product is [F:18][C:4]1[CH:3]=[C:2]([N:29]2[CH:28]=[C:27]([C:25]([N:19]3[CH2:20][CH2:21][O:22][CH2:23][CH2:24]3)=[O:26])[CH:31]=[N:30]2)[CH:17]=[CH:16][C:5]=1[O:6][CH2:7][CH2:8][CH2:9][N:10]1[CH2:14][CH2:13][CH2:12][C@H:11]1[CH3:15]. The yield is 0.360. (5) The reactants are P(Cl)(Cl)(Cl)=O.[NH:6]1[CH:10]=[N:9][CH:8]=[N:7]1.[C:11]([NH:14][C:15]1(N)[NH:24][C:23](=O)[C:22]2[C:17](=[N:18][CH:19]=[C:20]([C:26]3[CH:31]=[CH:30][C:29]([O:32][CH3:33])=[C:28]([O:34][CH3:35])[CH:27]=3)[N:21]=2)[NH:16]1)(=[O:13])[CH3:12]. The catalyst is N1C=CC=CC=1. The product is [C:11]([NH:14][C:15]1[N:24]=[C:23]([C:10]2[N:9]=[CH:8][NH:7][N:6]=2)[C:22]2[C:17](=[N:18][CH:19]=[C:20]([C:26]3[CH:31]=[CH:30][C:29]([O:32][CH3:33])=[C:28]([O:34][CH3:35])[CH:27]=3)[N:21]=2)[N:16]=1)(=[O:13])[CH3:12]. The yield is 0.800. (6) The reactants are [Cl:1][C:2]1[N:7]=[N:6][C:5]([NH2:8])=[C:4]([C:9]([F:12])([F:11])[F:10])[CH:3]=1.Br[CH:14]([CH3:18])[C:15](=O)[CH3:16].C(=O)([O-])O.[Na+]. The catalyst is C(#N)C. The product is [Cl:1][C:2]1[CH:3]=[C:4]([C:9]([F:12])([F:11])[F:10])[C:5]2[N:6]([C:14]([CH3:18])=[C:15]([CH3:16])[N:8]=2)[N:7]=1. The yield is 0.380.